This data is from Full USPTO retrosynthesis dataset with 1.9M reactions from patents (1976-2016). The task is: Predict the reactants needed to synthesize the given product. (1) Given the product [NH2:18][C:5]1[CH:6]=[C:7]([NH:8][S:9]([N:12]2[CH2:17][CH2:16][O:15][CH2:14][CH2:13]2)(=[O:11])=[O:10])[C:2]([Cl:1])=[N:3][CH:4]=1, predict the reactants needed to synthesize it. The reactants are: [Cl:1][C:2]1[C:7]([NH:8][S:9]([N:12]2[CH2:17][CH2:16][O:15][CH2:14][CH2:13]2)(=[O:11])=[O:10])=[CH:6][C:5]([N:18]=C(C2C=CC=CC=2)C2C=CC=CC=2)=[CH:4][N:3]=1.Cl. (2) Given the product [ClH:1].[NH2:10][C@H:8]1[CH2:9][C@H:4]([OH:3])[CH2:5][C:6]([CH3:12])([CH3:11])[CH2:7]1, predict the reactants needed to synthesize it. The reactants are: [ClH:1].C[O:3][C@H:4]1[CH2:9][C@H:8]([NH2:10])[CH2:7][C:6]([CH3:12])([CH3:11])[CH2:5]1.C(OC(=O)N[C@H]1C[C@H](O)CC(C)(C)C1)(C)(C)C. (3) Given the product [OH:42][C:36]1([CH2:35][N:32]2[CH2:33][CH2:34][CH:29]([CH2:28][O:27][C:24]3[C:23]4[C:18]([O:17][CH:13]5[CH2:14][CH2:15][CH2:16][C:12]5=[O:11])=[CH:19][CH:20]=[CH:21][C:22]=4[O:26][N:25]=3)[CH2:30][CH2:31]2)[CH2:41][CH2:40][O:39][CH2:38][CH2:37]1, predict the reactants needed to synthesize it. The reactants are: C(Cl)(=O)C(Cl)=O.CS(C)=O.[OH:11][C@@H:12]1[CH2:16][CH2:15][CH2:14][C@H:13]1[O:17][C:18]1[C:23]2[C:24]([O:27][CH2:28][CH:29]3[CH2:34][CH2:33][N:32]([CH2:35][C:36]4([OH:42])[CH2:41][CH2:40][O:39][CH2:38][CH2:37]4)[CH2:31][CH2:30]3)=[N:25][O:26][C:22]=2[CH:21]=[CH:20][CH:19]=1.C(N(CC)CC)C. (4) The reactants are: I[C:2]1[CH:11]=[C:10]2[C:5]([C:6]([C:15]3[CH:20]=[CH:19][CH:18]=[CH:17][CH:16]=3)=[CH:7][C:8]3[N:9]2[CH:12]=[N:13][N:14]=3)=[CH:4][CH:3]=1.[SH:21][C:22]1[CH:23]=[C:24]([CH:28]=[CH:29][CH:30]=1)[C:25]([OH:27])=[O:26].CCN(C(C)C)C(C)C.C1(P(C2C=CC=CC=2)C2C3OC4C(=CC=CC=4P(C4C=CC=CC=4)C4C=CC=CC=4)C(C)(C)C=3C=CC=2)C=CC=CC=1. Given the product [C:15]1([C:6]2[C:5]3[C:10](=[CH:11][C:2]([S:21][C:22]4[CH:23]=[C:24]([CH:28]=[CH:29][CH:30]=4)[C:25]([OH:27])=[O:26])=[CH:3][CH:4]=3)[N:9]3[CH:12]=[N:13][N:14]=[C:8]3[CH:7]=2)[CH:20]=[CH:19][CH:18]=[CH:17][CH:16]=1, predict the reactants needed to synthesize it. (5) Given the product [Br:2][CH2:3][CH2:4][CH2:5][CH2:6][CH2:7][CH2:8][CH2:9][CH2:10][CH2:11][CH2:12][CH2:13][CH2:14][CH2:15][CH2:16][CH2:17][CH2:18][OH:20], predict the reactants needed to synthesize it. The reactants are: Br.[Br:2][CH2:3][CH2:4][CH2:5][CH2:6][CH2:7][CH2:8][CH2:9][CH2:10][CH2:11][CH2:12][CH2:13][CH2:14][CH2:15][CH2:16][CH2:17][CH2:18]Br.[OH2:20]. (6) Given the product [CH3:40][C:41]([CH3:64])([CH3:63])[C@H:42]([N:46]1[CH2:50][CH2:49][N:48]([CH2:51][C:52]2[N:56]([CH3:57])[C:55]3[CH:58]=[CH:59][CH:60]=[CH:61][C:54]=3[N:53]=2)[C:47]1=[O:62])[C:43]([NH:1][C@@H:2]([CH2:33][C:34]1[CH:35]=[CH:36][CH:37]=[CH:38][CH:39]=1)[C@@H:3]([OH:32])[CH2:4][C@@H:5]([NH:19][C:20]([C@@H:22]([NH:27][C:28](=[O:31])[O:29][CH3:30])[C:23]([CH3:26])([CH3:25])[CH3:24])=[O:21])[CH2:6][C:7]1[CH:12]=[CH:11][C:10]([C:13]2[CH:18]=[CH:17][CH:16]=[CH:15][N:14]=2)=[CH:9][CH:8]=1)=[O:44], predict the reactants needed to synthesize it. The reactants are: [NH2:1][C@@H:2]([CH2:33][C:34]1[CH:39]=[CH:38][CH:37]=[CH:36][CH:35]=1)[C@@H:3]([OH:32])[CH2:4][C@@H:5]([NH:19][C:20]([C@@H:22]([NH:27][C:28](=[O:31])[O:29][CH3:30])[C:23]([CH3:26])([CH3:25])[CH3:24])=[O:21])[CH2:6][C:7]1[CH:12]=[CH:11][C:10]([C:13]2[CH:18]=[CH:17][CH:16]=[CH:15][N:14]=2)=[CH:9][CH:8]=1.[CH3:40][C:41]([CH3:64])([CH3:63])[C@H:42]([N:46]1[CH2:50][CH2:49][N:48]([CH2:51][C:52]2[N:56]([CH3:57])[C:55]3[CH:58]=[CH:59][CH:60]=[CH:61][C:54]=3[N:53]=2)[C:47]1=[O:62])[C:43](O)=[O:44].CCOP(ON1N=NC2C=CC=CC=2C1=O)(OCC)=O.C(N(CC)C(C)C)(C)C. (7) Given the product [CH2:1]([O:3][C@@H:4]([CH2:9][C:10]1[CH:15]=[CH:14][C:13]([C:16]2[S:20][C:19]([N:21]([CH3:32])[C:22]([NH:24][CH2:25][CH2:26][CH2:27][CH2:28][CH2:29][CH2:30][CH3:31])=[O:23])=[N:18][CH:17]=2)=[CH:12][CH:11]=1)[C:5]([OH:7])=[O:6])[CH3:2], predict the reactants needed to synthesize it. The reactants are: [CH2:1]([O:3][C@@H:4]([CH2:9][C:10]1[CH:15]=[CH:14][C:13]([C:16]2[S:20][C:19]([N:21]([CH3:32])[C:22]([NH:24][CH2:25][CH2:26][CH2:27][CH2:28][CH2:29][CH2:30][CH3:31])=[O:23])=[N:18][CH:17]=2)=[CH:12][CH:11]=1)[C:5]([O:7]C)=[O:6])[CH3:2].[OH-].[Li+].